From a dataset of Forward reaction prediction with 1.9M reactions from USPTO patents (1976-2016). Predict the product of the given reaction. The product is: [Cl:8][C:7]1[C:6]([N:10]2[CH2:15][CH2:14][CH:13]([C:16]3[CH:25]=[CH:24][CH:23]=[CH:22][C:17]=3[C:18]([O:20][CH3:21])=[O:19])[CH2:12][CH2:11]2)=[CH:5][N:4]=[N:3][C:2]=1[NH:32][NH2:33]. Given the reactants Cl[C:2]1[N:3]=[N:4][CH:5]=[C:6](Cl)[C:7]=1[Cl:8].[NH:10]1[CH2:15][CH2:14][CH:13]([C:16]2[CH:25]=[CH:24][CH:23]=[CH:22][C:17]=2[C:18]([O:20][CH3:21])=[O:19])[CH2:12][CH2:11]1.C(=O)([O-])[O-].[K+].[K+].[NH2:32][NH2:33], predict the reaction product.